From a dataset of Full USPTO retrosynthesis dataset with 1.9M reactions from patents (1976-2016). Predict the reactants needed to synthesize the given product. (1) Given the product [Cl:1][C:2]1[CH:3]=[CH:4][C:5]([N:8]2[C:12]([CH:13]([CH3:15])[CH3:14])=[C:11]([NH:16][C:17]([CH:19]3[N:24]4[C:25]([CH3:32])=[N:26][C:27]([C:28]([F:31])([F:29])[F:30])=[C:23]4[CH2:22][CH2:21][CH2:20]3)=[O:18])[CH:10]=[N:9]2)=[CH:6][CH:7]=1, predict the reactants needed to synthesize it. The reactants are: [Cl:1][C:2]1[CH:7]=[CH:6][C:5]([N:8]2[C:12]([CH:13]([CH3:15])[CH3:14])=[C:11]([NH:16][C:17]([CH:19]3[N:24]4[C:25]([CH3:32])=[N:26][C:27]([C:28]([F:31])([F:30])[F:29])=[C:23]4[CH:22]=[CH:21][CH2:20]3)=[O:18])[CH:10]=[N:9]2)=[CH:4][CH:3]=1.C(O)(C(F)(F)F)=O. (2) Given the product [ClH:1].[N:29]12[CH2:28][CH2:27][CH:26]([CH2:39][CH2:40]1)[C@@H:25]([NH:30][C:12]([C:3]1[S:4][C:5]3[CH:10]=[C:9]([F:11])[CH:8]=[CH:7][C:6]=3[C:2]=1[Cl:1])=[O:14])[CH2:24]2, predict the reactants needed to synthesize it. The reactants are: [Cl:1][C:2]1[C:6]2[CH:7]=[CH:8][C:9]([F:11])=[CH:10][C:5]=2[S:4][C:3]=1[C:12]([OH:14])=O.CN(C(ON1N=[N:30][C:25]2[CH:26]=[CH:27][CH:28]=[N:29][C:24]1=2)=[N+](C)C)C.F[P-](F)(F)(F)(F)F.[CH:39](N(CC)C(C)C)(C)[CH3:40]. (3) Given the product [Br:1][C:2]1[CH:3]=[C:4]2[C:10]([C:11]3[CH:15]=[CH:14][O:13][CH:12]=3)=[CH:9][NH:8][C:5]2=[N:6][CH:7]=1, predict the reactants needed to synthesize it. The reactants are: [Br:1][C:2]1[CH:3]=[C:4]2[C:10]([C:11]3[CH:15]=[CH:14][O:13][CH:12]=3)=[C:9]([Si](C)(C)C)[NH:8][C:5]2=[N:6][CH:7]=1.CCCC[N+](CCCC)(CCCC)CCCC.[F-]. (4) The reactants are: CC(C)([O-])C.[K+].[CH3:7][O:8][CH2:9][C@H:10]1[CH2:14][CH2:13][CH2:12][N:11]1[S:15]([C:18]1[CH:19]=[C:20]2[C:24](=[CH:25][CH:26]=1)[NH:23][C:22](=[O:27])[C:21]12OCCC[O:28]1)(=[O:17])=[O:16].ClCC(C)(C)C#N.O. Given the product [CH3:7][O:8][CH2:9][C@H:10]1[CH2:14][CH2:13][CH2:12][N:11]1[S:15]([C:18]1[CH:19]=[C:20]2[C:24](=[CH:25][CH:26]=1)[NH:23][C:22](=[O:27])[C:21]2=[O:28])(=[O:17])=[O:16], predict the reactants needed to synthesize it. (5) Given the product [OH:21][CH2:20][CH2:19][NH:1][C@@H:2]([CH2:3][C:4]([O:6][C:7]([CH3:9])([CH3:10])[CH3:8])=[O:5])[C:11]([O:13][C:14]([CH3:17])([CH3:16])[CH3:15])=[O:12], predict the reactants needed to synthesize it. The reactants are: [NH2:1][C@H:2]([C:11]([O:13][C:14]([CH3:17])([CH3:16])[CH3:15])=[O:12])[CH2:3][C:4]([O:6][C:7]([CH3:10])([CH3:9])[CH3:8])=[O:5].Br[CH2:19][CH2:20][OH:21].C([O-])([O-])=O.[K+].[K+]. (6) The reactants are: [H-].[Na+].[Cl:3][C:4]1[CH:5]=[C:6]([CH2:14][C:15]#[N:16])[CH:7]=[C:8]([Cl:13])[C:9]=1[N:10]([CH3:12])[CH3:11].[F:17][C:18]([F:25])([F:24])[C:19](OCC)=[O:20].O. Given the product [Cl:3][C:4]1[CH:5]=[C:6]([CH:14]([C:19](=[O:20])[C:18]([F:25])([F:24])[F:17])[C:15]#[N:16])[CH:7]=[C:8]([Cl:13])[C:9]=1[N:10]([CH3:12])[CH3:11], predict the reactants needed to synthesize it. (7) Given the product [CH3:13][S:12][C:9]1[NH:8][C:7](=[O:14])[C:6]([C:4]([O:3][CH2:1][CH3:2])=[O:5])=[CH:11][N:10]=1, predict the reactants needed to synthesize it. The reactants are: [CH2:1]([O:3][C:4]([C:6]1[C:7](=[O:14])[N-:8][C:9]([S:12][CH3:13])=[N:10][CH:11]=1)=[O:5])[CH3:2].C([Na])C.Cl.